Predict which catalyst facilitates the given reaction. From a dataset of Catalyst prediction with 721,799 reactions and 888 catalyst types from USPTO. (1) Reactant: CC(OC([NH:8][CH2:9][CH2:10][N:11]1[CH2:16][CH2:15][S:14](=[O:18])(=[O:17])[CH2:13][CH:12]1[C:19]([O:21]C)=O)=O)(C)C.FC(F)(F)C(O)=O. Product: [CH2:13]1[CH:12]2[C:19](=[O:21])[NH:8][CH2:9][CH2:10][N:11]2[CH2:16][CH2:15][S:14]1(=[O:17])=[O:18]. The catalyst class is: 4. (2) Reactant: [CH:1]([C:4]1[N:5]=[C:6]([C:9]2[CH:18]=[C:17]([O:19][CH:20]3[CH2:37][CH:36]4[CH:22]([C:23](=[O:43])[N:24]([CH3:42])[CH2:25][CH2:26][CH2:27][CH2:28][CH:29]=[CH:30][CH:31]5[C:33]([C:39]([OH:41])=O)([NH:34][C:35]4=[O:38])[CH2:32]5)[CH2:21]3)[C:16]3[C:11](=[CH:12][C:13]([O:44][CH3:45])=[CH:14][CH:15]=3)[N:10]=2)[S:7][CH:8]=1)([CH3:3])[CH3:2].C1N=C[N:48]([C:51](N2C=NC=C2)=O)[CH:47]=1.C1CCN2C(=NCCC2)CC1.CN[N:71](NC)[SH:72](=[O:74])=[O:73].Cl. Product: [CH:1]([C:4]1[N:5]=[C:6]([C:9]2[CH:18]=[C:17]([O:19][CH:20]3[CH2:37][CH:36]4[CH:22]([C:23](=[O:43])[N:24]([CH3:42])[CH2:25][CH2:26][CH2:27][CH2:28][CH:29]=[CH:30][CH:31]5[C:33]([C:39]([NH:71][S:72]([N:48]([CH3:51])[CH3:47])(=[O:74])=[O:73])=[O:41])([NH:34][C:35]4=[O:38])[CH2:32]5)[CH2:21]3)[C:16]3[C:11](=[CH:12][C:13]([O:44][CH3:45])=[CH:14][CH:15]=3)[N:10]=2)[S:7][CH:8]=1)([CH3:2])[CH3:3]. The catalyst class is: 523. (3) Reactant: [Na].[S:2]([C:6]1[CH:7]=[C:8]([C:16]([O:18][CH3:19])=[O:17])[CH:9]=[C:10]([CH:15]=1)[C:11]([O:13][CH3:14])=[O:12])([OH:5])(=[O:4])=[O:3].[Na].[Cl-].[Ba+2:22].[Cl-]. Product: [Ba:22].[S:2]([C:6]1[CH:15]=[C:10]([C:11]([O:13][CH3:14])=[O:12])[CH:9]=[C:8]([CH:7]=1)[C:16]([O:18][CH3:19])=[O:17])([OH:5])(=[O:4])=[O:3]. The catalyst class is: 6. (4) Reactant: [CH3:1][C:2]1[CH:7]=[C:6]([CH3:8])[N:5]=[C:4]([O:9][C@@H:10]([C@@:14]2([C:36]3[CH:41]=[CH:40][CH:39]=[CH:38][CH:37]=3)[NH:20][CH2:19][C:18](=[O:21])[N:17]([CH2:22][C:23]3[C:28]([F:29])=[CH:27][C:26]([F:30])=[CH:25][C:24]=3[F:31])[C:16]3[CH:32]=[CH:33][CH:34]=[CH:35][C:15]2=3)[C:11]([OH:13])=[O:12])[N:3]=1.C(N(CC)CC)C.Cl[CH2:50][C:51]([N:53]([CH3:55])[CH3:54])=[O:52]. Product: [CH3:54][N:53]([CH3:55])[C:51]([CH2:50][O:12][C:11](=[O:13])[C@@H:10]([O:9][C:4]1[N:3]=[C:2]([CH3:1])[CH:7]=[C:6]([CH3:8])[N:5]=1)[C@@:14]1([C:36]2[CH:41]=[CH:40][CH:39]=[CH:38][CH:37]=2)[NH:20][CH2:19][C:18](=[O:21])[N:17]([CH2:22][C:23]2[C:28]([F:29])=[CH:27][C:26]([F:30])=[CH:25][C:24]=2[F:31])[C:16]2[CH:32]=[CH:33][CH:34]=[CH:35][C:15]1=2)=[O:52]. The catalyst class is: 499. (5) Reactant: [NH2:1][C:2]1[N:7]=[C:6](S(C)=O)[C:5]([C:11]#[N:12])=[C:4]([N:13]2[CH:17]=[CH:16][CH:15]=[N:14]2)[N:3]=1.[F:18][C:19]([F:29])([F:28])[C:20]1[CH:27]=[CH:26][C:23]([CH2:24][NH2:25])=[CH:22][CH:21]=1. Product: [NH2:1][C:2]1[N:3]=[C:4]([N:13]2[CH:17]=[CH:16][CH:15]=[N:14]2)[C:5]([C:11]#[N:12])=[C:6]([NH:25][CH2:24][C:23]2[CH:22]=[CH:21][C:20]([C:19]([F:18])([F:28])[F:29])=[CH:27][CH:26]=2)[N:7]=1. The catalyst class is: 57. (6) Reactant: [CH3:1][C:2]([CH3:8])([CH2:5][CH2:6][OH:7])[CH2:3][OH:4].N1C=NN=N1.C(N(CC)[P:17]([O:26][CH2:27][C:28]1[CH:33]=[CH:32][CH:31]=[CH:30][CH:29]=1)[O:18][CH2:19][C:20]1[CH:25]=[CH:24][CH:23]=[CH:22][CH:21]=1)C.ClC1C=CC=C(C(OO)=[O:44])C=1.C([O-])([O-])=O.[Na+].[Na+]. Product: [P:17]([O:7][CH2:6][CH2:5][C:2]([CH3:8])([CH3:1])[CH2:3][OH:4])([O:18][CH2:19][C:20]1[CH:21]=[CH:22][CH:23]=[CH:24][CH:25]=1)([O:26][CH2:27][C:28]1[CH:29]=[CH:30][CH:31]=[CH:32][CH:33]=1)=[O:44]. The catalyst class is: 266. (7) Reactant: Cl[CH2:2][C:3]([NH:5][C@H:6]([CH:25]([CH3:27])[CH3:26])[C:7]([N:9]1[CH2:14][CH2:13][C@@:12]([C:16]2[CH:21]=[CH:20][C:19]([Cl:22])=[CH:18][CH:17]=2)([OH:15])[C:11]([CH3:24])([CH3:23])[CH2:10]1)=[O:8])=[O:4].C(=O)([O-])[O-].[K+].[K+].[OH:34][C:35]1[CH:44]=[CH:43][CH:42]=[CH:41][C:36]=1[C:37]([O:39][CH3:40])=[O:38].CS(C)=O. Product: [Cl:22][C:19]1[CH:20]=[CH:21][C:16]([C@@:12]2([OH:15])[CH2:13][CH2:14][N:9]([C:7](=[O:8])[C@H:6]([NH:5][C:3](=[O:4])[CH2:2][O:34][C:35]3[CH:44]=[CH:43][CH:42]=[CH:41][C:36]=3[C:37]([O:39][CH3:40])=[O:38])[CH:25]([CH3:27])[CH3:26])[CH2:10][C:11]2([CH3:23])[CH3:24])=[CH:17][CH:18]=1. The catalyst class is: 25.